From a dataset of Forward reaction prediction with 1.9M reactions from USPTO patents (1976-2016). Predict the product of the given reaction. (1) Given the reactants C1(COC2C(C3N(CC4C=CC(CCC(O)=O)=CC=4)C4C=C(F)C(F)=CC=4N=3)=CC=CN=2)CC1.[Cl:35][C:36]1[CH:41]=[CH:40][C:39]([C:42]2[N:46]([CH2:47][CH:48]3[CH2:53][CH2:52][CH2:51][CH2:50][CH2:49]3)[C:45]3[CH:54]=[C:55]([F:59])[C:56]([F:58])=[CH:57][C:44]=3[N:43]=2)=[C:38]([O:60][CH2:61]C2C=CC=CC=2Cl)[CH:37]=1.BrCC1C=CC=CC=1, predict the reaction product. The product is: [CH2:47]([N:46]1[C:45]2[CH:54]=[C:55]([F:59])[C:56]([F:58])=[CH:57][C:44]=2[N:43]=[C:42]1[C:39]1[CH:40]=[CH:41][C:36]([Cl:35])=[CH:37][C:38]=1[O:60][CH3:61])[C:48]1[CH:53]=[CH:52][CH:51]=[CH:50][CH:49]=1. (2) The product is: [CH2:1]([C:3]1[N:8]=[C:7]2[N:9]([C:33]3[CH:34]=[CH:35][C:30]([F:29])=[CH:31][CH:32]=3)[N:10]=[CH:11][C:6]2=[C:5]([NH2:12])[N:4]=1)[CH3:2]. Given the reactants [CH2:1]([C:3]1[N:8]=[C:7]2[NH:9][N:10]=[CH:11][C:6]2=[C:5]([NH2:12])[N:4]=1)[CH3:2].C(=O)([O-])[O-].[K+].[K+].CNC1CCCCC1NC.[F:29][C:30]1[CH:35]=[CH:34][C:33](I)=[CH:32][CH:31]=1, predict the reaction product. (3) Given the reactants [CH2:1]([N:8]1[CH2:13][CH2:12][C:11](=[O:14])[CH:10]([CH3:15])[CH2:9]1)[C:2]1[CH:7]=[CH:6][CH:5]=[CH:4][CH:3]=1.OS(O)(=O)=O.[N-:21]=[N+]=[N-].[Na+].[OH-].[Na+], predict the reaction product. The product is: [CH2:1]([N:8]1[CH2:13][CH2:12][C:11](=[O:14])[NH:21][CH:10]([CH3:15])[CH2:9]1)[C:2]1[CH:7]=[CH:6][CH:5]=[CH:4][CH:3]=1. (4) Given the reactants [Br:1][C:2]1[CH:40]=[CH:39][C:5]([CH2:6][N:7]2[C:11]3[CH:12]=[CH:13][C:14]([O:16][CH2:17][C:18]4[CH:27]=[CH:26][C:25]5[C:20](=[CH:21][CH:22]=[CH:23][CH:24]=5)[N:19]=4)=[CH:15][C:10]=3[N:9]=[C:8]2[CH2:28][C:29]2([C:34]([O:36][CH2:37][CH3:38])=[O:35])CC[CH2:31][CH2:30]2)=[CH:4][CH:3]=1.[CH3:41]C1(C)[C@@H]2[C@H]1C(=O)OC2=O, predict the reaction product. The product is: [Br:1][C:2]1[CH:40]=[CH:39][C:5]([CH2:6][N:7]2[C:11]3[CH:12]=[CH:13][C:14]([O:16][CH2:17][C:18]4[CH:27]=[CH:26][C:25]5[C:20](=[CH:21][CH:22]=[CH:23][CH:24]=5)[N:19]=4)=[CH:15][C:10]=3[N:9]=[C:8]2[C@@H:28]2[C@H:29]([C:34]([O:36][CH2:37][CH3:38])=[O:35])[C:30]2([CH3:41])[CH3:31])=[CH:4][CH:3]=1. (5) Given the reactants C(OC([N:8]1[CH2:12][CH2:11][CH:10]([C:13](=[O:29])[NH:14][C:15]2[CH:16]=[C:17]3[C:27](=[O:28])[NH:26][N:25]=[CH:24][C:19]4=[CH:20][NH:21][C:22]([CH:23]=2)=[C:18]34)[CH:9]1[C:30]1[CH:35]=[CH:34][CH:33]=[CH:32][CH:31]=1)=O)(C)(C)C.C(OC(N1CCC(C(O)=O)C1C1C=CC=CC=1)=O)(C)(C)C.C(N(CC)CC)C.F[P-](F)(F)(F)(F)F, predict the reaction product. The product is: [O:28]=[C:27]1[C:17]2[C:18]3[C:19](=[CH:20][NH:21][C:22]=3[CH:23]=[C:15]([NH:14][C:13]([C@@H:10]3[CH2:11][CH2:12][NH:8][C@H:9]3[C:30]3[CH:35]=[CH:34][CH:33]=[CH:32][CH:31]=3)=[O:29])[CH:16]=2)[CH:24]=[N:25][NH:26]1. (6) Given the reactants [OH:1][C:2]1[CH:7]=[CH:6][N:5]([CH2:8][CH2:9][C:10]2[CH:15]=[CH:14][C:13]([CH2:16][OH:17])=[CH:12][CH:11]=2)[C:4](=[O:18])[CH:3]=1.Cl[CH2:20][C:21]1[C:26]([CH3:27])=[CH:25][CH:24]=[CH:23][N:22]=1.C(=O)([O-])[O-].[K+].[K+], predict the reaction product. The product is: [OH:17][CH2:16][C:13]1[CH:14]=[CH:15][C:10]([CH2:9][CH2:8][N:5]2[CH:6]=[CH:7][C:2]([O:1][CH2:20][C:21]3[C:26]([CH3:27])=[CH:25][CH:24]=[CH:23][N:22]=3)=[CH:3][C:4]2=[O:18])=[CH:11][CH:12]=1.